From a dataset of Experimentally validated miRNA-target interactions with 360,000+ pairs, plus equal number of negative samples. Binary Classification. Given a miRNA mature sequence and a target amino acid sequence, predict their likelihood of interaction. (1) The miRNA is hsa-miR-6503-3p with sequence GGGACUAGGAUGCAGACCUCC. The protein sequence of the target gene is MSAVLLLALLGFILPLPGVQALLCQFGTVQHVWKVSDLPRQWTPKNTSCDSGLGCQDTLMLIESGPQVSLVLSKGCTEAKDQEPRVTEHRMGPGLSLISYTFVCRQEDFCNNLVNSLPLWAPQPPADPGSLRCPVCLSMEGCLEGTTEEICPKGTTHCYDGLLRLRGGGIFSNLRVQGCMPQPGCNLLNGTQEIGPVGMTENCNRKDFLTCHRGTTIMTHGNLAQEPTDWTTSNTEMCEVGQVCQETLLLLDVGLTSTLVGTKGCSTVGAQNSQKTTIHSAPPGVLVASYTHFCSSDLCN.... Result: 0 (no interaction). (2) The miRNA is hsa-miR-489-3p with sequence GUGACAUCACAUAUACGGCAGC. The protein sequence of the target gene is MIQNVGNHLRRGFASMFSNRTSRKSISHPESGDPPTMAEGEGYRNPTEVQMSQLVLPCHTNHRGELSIGQLLKWIDTTACLSAERHAGCPCVTASMDDIYFDHTISVGQVVNIKAKVNRAFNSSMEVGIQVVSEDLCSEKQWSVCKALATFVAHRELSKVKLKQVIPLTEEEKTEHGVAAERRRMRLVYADTIKDLLTHCVIQDDLDKDCSNMVPAEKTRVESVELVLPPHANHQGNTFGGQIMAWMENVATIAASRLCHAHPTLKAIEMFHFRGPSQVGDRLVLKAIVNNAFKHSMEVG.... Result: 0 (no interaction). (3) Result: 0 (no interaction). The protein sequence of the target gene is MANKGPSYGMSREVQSKIEKKYDEELEERLVEWIVMQCGPDVGRPDRGRLGFQVWLKNGVILSKLVNSLYPEGSKPVKVPENPPSMVFKQMEQVAQFLKAAEDYGVTKTDMFQTVDLFEGKDMAAVQRTVMALGSLAVTKNDGHYRGDPNWFMKKAQEHKREFTDSQLQEGKHVIGLQMGSNRGASQAGMTGYGRPRQIIS. The miRNA is cel-miR-1821-3p with sequence UGAGGUCUUAUAGUUAGGUAGA. (4) The miRNA is hsa-miR-218-1-3p with sequence AUGGUUCCGUCAAGCACCAUGG. Result: 0 (no interaction). The protein sequence of the target gene is MTKLQEMVTFRDVAVVFSEEELGLLDAAQRKLYHDVMLENFRNLLAVGCQSPNKMAPLDTTGIRCLPLGQLPCWQMTSHDVNKLARAPEDGINTPGKGPHLLEQCHSSCHWGAEQPSQAPEDDGCLENLPSNHSSSSDNQEFLSGRAQSSWSKAHFSERWNHEKHCPQTLVKTKSQLLAPGVNILGCISHHDHNILHKRDKVPSSGDCDQVIFPMTLLTQHCVYREQKAYQCSRGQEVFSDSPSLELHQQTLLGKKSPVHSTHKDTRHSPSVPIQPSVHPGRKRYWCHECGKGFRQSSAL.... (5) The miRNA is cel-miR-84-5p with sequence UGAGGUAGUAUGUAAUAUUGUAGA. The protein sequence of the target gene is MSFLGGFFGPICEIDIVLNDGETRKMAEMKTEDGKVEKHYLFYDGESVSGKVNLAFKQPGKRLEHQGIRIEFVGQIELFNDKSNTHEFVNLVKELALPGELTQSRSYDFEFMQVEKPYESYIGANVRLRYFLKVTIVRRLTDLVKEYDLIVHQLATYPDVNNSIKMEVGIEDCLHIEFEYNKSKYHLKDVIVGKIYFLLVRIKIQHMELQLIKKEITGIGPSTTTETETIAKYEIMDGAPVKGESIPIRLFLAGYDPTPTMRDVNKKFSVRYFLNLVLVDEEDRRYFKQQEIILWRKAPE.... Result: 0 (no interaction). (6) The protein sequence of the target gene is MMARRPPWRGLGGRSTPILLLLLLSLFPLSQEELGGGGHQGWDPGLAATTGPRAHIGGGALALCPESSGVREDGGPGLGVREPIFVGLRGRRQSARNSRGPPEQPNEELGIEHGVQPLGSRERETGQGPGSVLYWRPEVSSCGRTGPLQRGSLSPGALSSGVPGSGNSSPLPSDFLIRHHGPKPVSSQRNAGTGSRKRVGTARCCGELWATGSKGQGERATTSGAERTAPRRNCLPGASGSGPELDSAPRTARTAPASGSAPRESRTAPEPAPKRMRSRGLFRCRFLPQRPGPRPPGLPA.... Result: 1 (interaction). The miRNA is hsa-miR-548ae-5p with sequence AAAAGUAAUUGUGGUUUUUG. (7) The miRNA is hsa-miR-6883-5p with sequence AGGGAGGGUGUGGUAUGGAUGU. The protein sequence of the target gene is MLPLCLVAALLLAAGPGPSLGDEAIHCPPCSEEKLARCRPPVGCEELVREPGCGCCATCALGLGMPCGVYTPRCGSGLRCYPPRGVEKPLHTLMHGQGVCMELAEIEAIQESLQPSDKDEGDHPNNSFSPCSAHDRRCLQKHFAKIRDRSTSGGKMKVNGAPREDARPVPQGSCQSELHRALERLAASQSRTHEDLYIIPIPNCDRNGNFHPKQCHPALDGQRGKCWCVDRKTGVKLPGGLEPKGELDCHQLADSFRE. Result: 1 (interaction). (8) The miRNA is hsa-miR-507 with sequence UUUUGCACCUUUUGGAGUGAA. The protein sequence of the target gene is MTDRFWDQWYLWYLRLLRLLDRGSFRNDGLKASDVLPILKEKVAFVSGGRDKRGGPILTFPARSNHDRIRQEDLRKLVTYLASVPSEDVCKRGFTVIIDMRGSKWDLIKPLLKTLQEAFPAEIHVALIIKPDNFWQKQKTNFGSSKFIFETSMVSVEGLTKLVDPSQLTEEFDGSLDYNHEEWIELRLSLEEFFNSAVHLLSRLEDLQEMLARKEFPVDVEGSRRLIDEHTQLKKKVLKAPVEELDREGQRLLQCIRCSDGFSGRNCIPGSADFQSLVPKITSLLDKLHSTRQHLHQMWH.... Result: 0 (no interaction). (9) The miRNA is hsa-miR-5707 with sequence ACGUUUGAAUGCUGUACAAGGC. The protein sequence of the target gene is MATPYVPVPMPIGNSASSFTNNRNQRSSSFGSVSTSSTSSKGQLEDSAVGSLKQTNVQDQMDSASSMCGSPLIRTKFTGTDSSIEYSARPREAEEQHPEAVNWEDRPSTPTILGYEVMEERAKFTVYKILVKKSPEESWVVFRRYTDFSRLNDKLKEMFPGFRLALPPKRWFKDNYNAEFLEDRQLGLQAFLQNLVAHKDIANCLAVREFLCLDDPPGPFDSLEESRAFCETLEETNYHLQRELLEKQKEVESLKKLLGEKQLHIDALETRIRTLSLEPGASLYVSRAEGGQILRVEPSV.... Result: 0 (no interaction).